This data is from Full USPTO retrosynthesis dataset with 1.9M reactions from patents (1976-2016). The task is: Predict the reactants needed to synthesize the given product. (1) Given the product [I:37][CH2:2][CH2:3][CH2:4][N:5]1[CH2:10][CH2:9][N:8]([C:11]([O:13][C:14]([CH3:17])([CH3:16])[CH3:15])=[O:12])[CH2:7][CH2:6]1, predict the reactants needed to synthesize it. The reactants are: O[CH2:2][CH2:3][CH2:4][N:5]1[CH2:10][CH2:9][N:8]([C:11]([O:13][C:14]([CH3:17])([CH3:16])[CH3:15])=[O:12])[CH2:7][CH2:6]1.C1C=CC(P(C2C=CC=CC=2)C2C=CC=CC=2)=CC=1.[I:37]I.N1C=CN=C1. (2) Given the product [C:1]([N:4]1[CH2:9][CH2:8][CH:7]([CH2:10][C:11]([NH:13][C:14]2[CH:19]=[CH:18][C:17]([C:25]3[CH:24]=[C:23]([F:22])[CH:28]=[C:27]([F:29])[CH:26]=3)=[C:16]([CH3:21])[N:15]=2)=[O:12])[CH2:6][CH2:5]1)(=[O:3])[CH3:2], predict the reactants needed to synthesize it. The reactants are: [C:1]([N:4]1[CH2:9][CH2:8][CH:7]([CH2:10][C:11]([NH:13][C:14]2[CH:19]=[CH:18][C:17](Br)=[C:16]([CH3:21])[N:15]=2)=[O:12])[CH2:6][CH2:5]1)(=[O:3])[CH3:2].[F:22][C:23]1[CH:24]=[C:25](B(O)O)[CH:26]=[C:27]([F:29])[CH:28]=1. (3) Given the product [ClH:32].[ClH:32].[O:24]1[C:25]2[CH:30]=[CH:29][N:28]=[CH:27][C:26]=2[C:22]([N:19]2[CH2:18][CH2:17][N:16]([CH2:15][CH2:14][C@H:11]3[CH2:12][CH2:13][C@H:8]([NH2:7])[CH2:9][CH2:10]3)[CH2:21][CH2:20]2)=[N:23]1, predict the reactants needed to synthesize it. The reactants are: C(OC(=O)[NH:7][C@H:8]1[CH2:13][CH2:12][C@H:11]([CH2:14][CH2:15][N:16]2[CH2:21][CH2:20][N:19]([C:22]3[C:26]4[CH:27]=[N:28][CH:29]=[CH:30][C:25]=4[O:24][N:23]=3)[CH2:18][CH2:17]2)[CH2:10][CH2:9]1)(C)(C)C.[ClH:32].O1CCOCC1.